Task: Predict the reactants needed to synthesize the given product.. Dataset: Full USPTO retrosynthesis dataset with 1.9M reactions from patents (1976-2016) The reactants are: [NH2:1][C:2]1[CH:3]=[CH:4][C:5]([Cl:12])=[C:6]([C:8]([F:11])([F:10])[F:9])[CH:7]=1.[OH:13][C:14]1[CH:19]=[CH:18][C:17]([CH2:20][C:21](O)=[O:22])=[CH:16][C:15]=1[CH3:24].C1C=CC2N(O)N=NC=2C=1.CCN=C=NCCCN(C)C.CN1CCOCC1. Given the product [Cl:12][C:5]1[CH:4]=[CH:3][C:2]([NH:1][C:21](=[O:22])[CH2:20][C:17]2[CH:18]=[CH:19][C:14]([OH:13])=[C:15]([CH3:24])[CH:16]=2)=[CH:7][C:6]=1[C:8]([F:9])([F:10])[F:11], predict the reactants needed to synthesize it.